From a dataset of Forward reaction prediction with 1.9M reactions from USPTO patents (1976-2016). Predict the product of the given reaction. (1) Given the reactants [F:1][C:2]1[CH:7]=[CH:6][C:5]([N:8]2[C:16]3[C:11](=[CH:12][C:13]([O:17][C@H:18]([C:22]4[CH:27]=[CH:26][CH:25]=[C:24]([O:28][CH3:29])[CH:23]=4)[C@@H:19]([NH2:21])[CH3:20])=[CH:14][CH:15]=3)[CH:10]=[N:9]2)=[CH:4][CH:3]=1.[CH3:30][S:31]([C:34]1[S:38][C:37]([C:39](O)=[O:40])=[CH:36][CH:35]=1)(=[O:33])=[O:32], predict the reaction product. The product is: [F:1][C:2]1[CH:3]=[CH:4][C:5]([N:8]2[C:16]3[C:11](=[CH:12][C:13]([O:17][C@H:18]([C:22]4[CH:27]=[CH:26][CH:25]=[C:24]([O:28][CH3:29])[CH:23]=4)[C@@H:19]([NH:21][C:39]([C:37]4[S:38][C:34]([S:31]([CH3:30])(=[O:33])=[O:32])=[CH:35][CH:36]=4)=[O:40])[CH3:20])=[CH:14][CH:15]=3)[CH:10]=[N:9]2)=[CH:6][CH:7]=1. (2) The product is: [ClH:27].[C:16]([C:15]1[CH:18]=[CH:19][C:12]([O:11][C:9]2[CH:8]=[CH:7][C:6]3[B:2]([OH:1])[O:3][CH2:4][C:5]=3[CH:10]=2)=[C:13]([CH:14]=1)[CH2:20][N:21]1[CH2:26][CH2:25][O:24][CH2:23][CH2:22]1)#[N:17]. Given the reactants [OH:1][B:2]1[C:6]2[CH:7]=[CH:8][C:9]([O:11][C:12]3[CH:19]=[CH:18][C:15]([C:16]#[N:17])=[CH:14][C:13]=3[CH2:20][N:21]3[CH2:26][CH2:25][O:24][CH2:23][CH2:22]3)=[CH:10][C:5]=2[CH2:4][O:3]1.[ClH:27].O1CCOCC1.C1COCC1, predict the reaction product. (3) Given the reactants Br[C:2]1[CH:3]=[N:4][CH:5]=[C:6]([CH:11]=1)[C:7]([O:9][CH3:10])=[O:8].[CH2:12]([C:14]1[CH:19]=[CH:18][C:17](B(O)O)=[CH:16][CH:15]=1)[CH3:13], predict the reaction product. The product is: [CH2:12]([C:14]1[CH:19]=[CH:18][C:17]([C:2]2[CH:11]=[C:6]([C:7]([O:9][CH3:10])=[O:8])[CH:5]=[N:4][CH:3]=2)=[CH:16][CH:15]=1)[CH3:13].